From a dataset of Forward reaction prediction with 1.9M reactions from USPTO patents (1976-2016). Predict the product of the given reaction. (1) Given the reactants [C:1]([C:4]1[C:13]2[C:8](=[CH:9][C:10]([OH:14])=[CH:11][CH:12]=2)[CH:7]=[C:6]([NH:15][C:16]2[CH:20]=[C:19]([CH3:21])[NH:18][N:17]=2)[N:5]=1)([CH3:3])=[CH2:2], predict the reaction product. The product is: [CH:1]([C:4]1[C:13]2[C:8](=[CH:9][C:10]([OH:14])=[CH:11][CH:12]=2)[CH:7]=[C:6]([NH:15][C:16]2[CH:20]=[C:19]([CH3:21])[NH:18][N:17]=2)[N:5]=1)([CH3:3])[CH3:2]. (2) Given the reactants [NH2:1][C:2]([C:4]1([CH3:17])[CH2:9][CH2:8][N:7](C(OC(C)(C)C)=O)[CH2:6][CH2:5]1)=[O:3].O.C1(C)C=CC(S(O)(=O)=O)=CC=1.CC1C=CC(S(O)(=O)=O)=CC=1, predict the reaction product. The product is: [CH3:17][C:4]1([C:2]([NH2:1])=[O:3])[CH2:9][CH2:8][NH:7][CH2:6][CH2:5]1. (3) The product is: [CH3:43][N:41]([CH3:42])[CH:36]1[CH2:37][CH:38]([CH3:40])[O:39][CH:34]([O:33][CH:12]2[CH:13]([CH3:32])[CH:14]([O:20][CH:21]3[CH2:22][C:23]([O:30][CH3:31])([CH3:29])[CH:24]([OH:28])[CH:25]([CH3:27])[O:26]3)[CH:15]([CH3:19])[C:16](=[O:17])[O:18][CH:3]([CH2:2][CH3:1])[C:4]([OH:52])([CH3:51])[CH:5]([OH:50])[CH:6]([CH3:49])[N:7]([CH3:48])[CH2:8][CH:9]([CH3:47])[CH2:10][C:11]2([OH:46])[CH3:45])[CH:35]1[OH:44]. Given the reactants [CH3:1][CH2:2][C@H:3]1[O:18][C:16](=[O:17])[C@H:15]([CH3:19])[C@@H:14]([O:20][C@@H:21]2[O:26][C@@H:25]([CH3:27])[C@H:24]([OH:28])[C@@:23]([O:30][CH3:31])([CH3:29])[CH2:22]2)[C@H:13]([CH3:32])[C@@H:12]([O:33][C@@H:34]2[O:39][C@H:38]([CH3:40])[CH2:37][C@H:36]([N:41]([CH3:43])[CH3:42])[C@H:35]2[OH:44])[C@@:11]([OH:46])([CH3:45])[CH2:10][C@@H:9]([CH3:47])[CH2:8][N:7]([CH3:48])[C@H:6]([CH3:49])[C@@H:5]([OH:50])[C@@:4]1([OH:52])[CH3:51], predict the reaction product. (4) The product is: [CH3:22][C:21]1[CH:20]=[CH:19][C:14]([C:15]([O:17][CH3:18])=[O:16])=[CH:13][C:12]=1[C:8]1[CH:7]=[C:6]2[C:11](=[CH:10][CH:9]=1)[C:2]([C:31](=[CH2:36])[C:32]([F:35])([F:34])[F:33])=[N:3][N:4]=[CH:5]2. Given the reactants Cl[C:2]1[C:11]2[C:6](=[CH:7][C:8]([C:12]3[CH:13]=[C:14]([CH:19]=[CH:20][C:21]=3[CH3:22])[C:15]([O:17][CH3:18])=[O:16])=[CH:9][CH:10]=2)[CH:5]=[N:4][N:3]=1.CC1(C)CC(C)OB([C:31](=[CH2:36])[C:32]([F:35])([F:34])[F:33])O1.O.C(=O)([O-])[O-].[Na+].[Na+], predict the reaction product. (5) Given the reactants Cl[C:2]1[C:11]2[C:6](=[CH:7][C:8]([C:12]3[CH:13]=[C:14]([CH:24]=[CH:25][C:26]=3[CH3:27])[C:15]([NH:17][C:18]3[N:22]([CH3:23])[N:21]=[CH:20][CH:19]=3)=[O:16])=[CH:9][CH:10]=2)[CH:5]=[N:4][N:3]=1.[C:28]1([CH3:37])[CH:33]=[CH:32][CH:31]=[CH:30][C:29]=1B(O)O.C(=O)([O-])[O-].[K+].[K+], predict the reaction product. The product is: [CH3:27][C:26]1[CH:25]=[CH:24][C:14]([C:15]([NH:17][C:18]2[N:22]([CH3:23])[N:21]=[CH:20][CH:19]=2)=[O:16])=[CH:13][C:12]=1[C:8]1[CH:7]=[C:6]2[C:11](=[CH:10][CH:9]=1)[C:2]([C:29]1[CH:30]=[CH:31][CH:32]=[CH:33][C:28]=1[CH3:37])=[N:3][N:4]=[CH:5]2.